This data is from Forward reaction prediction with 1.9M reactions from USPTO patents (1976-2016). The task is: Predict the product of the given reaction. (1) Given the reactants [CH3:1][C:2]1([CH3:16])[C:6]([CH3:8])([CH3:7])[CH2:5][CH:4]([C:9]2[CH:14]=[CH:13][CH:12]=[CH:11][C:10]=2[NH2:15])[CH2:3]1.Cl.Cl[CH2:19][CH2:20][NH:21][CH2:22][CH2:23]Cl, predict the reaction product. The product is: [CH3:1][C:2]1([CH3:16])[C:6]([CH3:7])([CH3:8])[CH2:5][CH:4]([C:9]2[CH:14]=[CH:13][CH:12]=[CH:11][C:10]=2[N:15]2[CH2:23][CH2:22][NH:21][CH2:20][CH2:19]2)[CH2:3]1. (2) The product is: [N:1]1([C:6]2[CH:11]=[CH:10][C:9]([CH:12]([NH:17][CH2:16][CH2:15][NH2:18])[CH3:13])=[CH:8][CH:7]=2)[CH:5]=[N:4][N:3]=[N:2]1. Given the reactants [N:1]1([C:6]2[CH:11]=[CH:10][C:9]([C:12](=O)[CH3:13])=[CH:8][CH:7]=2)[CH:5]=[N:4][N:3]=[N:2]1.[CH2:15]([NH2:18])[CH2:16][NH2:17], predict the reaction product. (3) Given the reactants C(N(CC)CC)C.[CH:8]([C:10]1[C:18]2[C:13](=[CH:14][CH:15]=[CH:16][CH:17]=2)[N:12](C(OC(C)(C)C)=O)[CH:11]=1)=[O:9].[CH3:26][O:27][C:28]1[CH:29]=[C:30]([CH:45]=[CH:46][CH:47]=1)[N:31]=[CH:32][C:33]1[CH:38]=[CH:37][C:36]([C:39]2[CH:40]=[N:41][CH:42]=[N:43][CH:44]=2)=[CH:35][CH:34]=1, predict the reaction product. The product is: [NH:12]1[C:13]2[C:18](=[CH:17][CH:16]=[CH:15][CH:14]=2)[C:10]([C:8](=[O:9])[CH:32]([NH:31][C:30]2[CH:45]=[CH:46][CH:47]=[C:28]([O:27][CH3:26])[CH:29]=2)[C:33]2[CH:34]=[CH:35][C:36]([C:39]3[CH:40]=[N:41][CH:42]=[N:43][CH:44]=3)=[CH:37][CH:38]=2)=[CH:11]1. (4) Given the reactants Br[C:2]1[CH:7]=[CH:6][C:5]([C:8]2[O:12][N:11]=[C:10]([CH3:13])[C:9]=2[CH2:14][O:15][C:16](=[O:26])[NH:17][C@@H:18]([C:20]2C=CC=CC=2)C)=[CH:4][CH:3]=1.[CH2:27]([O:29][C:30]([C:32]1([C:35]2[CH:40]=[CH:39][C:38](B3OC(C)(C)C(C)(C)O3)=[CH:37][CH:36]=2)[CH2:34][CH2:33]1)=[O:31])[CH3:28], predict the reaction product. The product is: [CH2:27]([O:29][C:30]([C:32]1([C:35]2[CH:36]=[CH:37][C:38]([C:2]3[CH:3]=[CH:4][C:5]([C:8]4[O:12][N:11]=[C:10]([CH3:13])[C:9]=4[C@H:14]([O:15][C:16](=[O:26])[NH:17][CH2:18][CH3:20])[C:2]4[CH:7]=[CH:6][CH:5]=[CH:4][CH:3]=4)=[CH:6][CH:7]=3)=[CH:39][CH:40]=2)[CH2:33][CH2:34]1)=[O:31])[CH3:28]. (5) The product is: [F:1][C:2]([F:7])([F:6])[C:3]([OH:5])=[O:4].[Cl:43][C:30]1[CH:29]=[C:28]([NH:27][C:23]2[N:24]=[CH:25][N:26]=[C:21]3[S:20][C:17]4[C:18]5[C:13]([CH2:14][CH2:15][C:16]=4[C:22]=23)=[N:12][N:11]([CH2:8][CH2:9][CH3:10])[CH:19]=5)[CH:33]=[CH:32][C:31]=1[O:34][CH2:35][C:36]1[CH:41]=[CH:40][CH:39]=[C:38]([F:42])[CH:37]=1. Given the reactants [F:1][C:2]([F:7])([F:6])[C:3]([OH:5])=[O:4].[CH2:8]([N:11]1[CH:19]=[C:18]2[C:13]([CH2:14][CH2:15][C:16]3[C:22]4=[C:23]([NH:27][C:28]5[CH:33]=[CH:32][C:31]([O:34][CH2:35][C:36]6[CH:41]=[CH:40][CH:39]=[C:38]([F:42])[CH:37]=6)=[C:30]([Cl:43])[CH:29]=5)[N:24]=[CH:25][N:26]=[C:21]4[S:20][C:17]=32)=[N:12]1)[CH:9]=[CH2:10], predict the reaction product. (6) The product is: [F:31][C:28]([F:29])([F:30])[C:23]1[CH:24]=[CH:25][CH:26]=[CH:27][C:22]=1[NH:21][C:19]([NH:18][C:15]1[CH:16]=[CH:17][C:12]([Cl:11])=[C:13]([S:33]([N:36]([CH3:38])[CH3:37])(=[O:35])=[O:34])[C:14]=1[O:32][Si:39]([C:42]([CH3:45])([CH3:44])[CH3:43])([CH3:41])[CH3:40])=[S:20]. Given the reactants C1(NC(N)=S)C=CC=CC=1.[Cl:11][C:12]1[CH:17]=[CH:16][C:15]([NH:18][C:19]([NH:21][C:22]2[CH:27]=[CH:26][CH:25]=[CH:24][C:23]=2[C:28]([F:31])([F:30])[F:29])=[S:20])=[C:14]([OH:32])[C:13]=1[S:33]([N:36]([CH3:38])[CH3:37])(=[O:35])=[O:34].[Si:39](Cl)([C:42]([CH3:45])([CH3:44])[CH3:43])([CH3:41])[CH3:40].N1C=CN=C1, predict the reaction product. (7) The product is: [CH:19]([C:16]1[CH:17]=[CH:18][C:13]([C:2]2([NH:1][C:28](=[O:29])[O:27][CH3:25])[C:10](=[O:11])[C:9]3[C:4](=[CH:5][CH:6]=[CH:7][CH:8]=3)[C:3]2=[O:12])=[C:14]([O:22][CH3:23])[CH:15]=1)([CH3:21])[CH3:20]. Given the reactants [NH2:1][C:2]1([C:13]2[CH:18]=[CH:17][C:16]([CH:19]([CH3:21])[CH3:20])=[CH:15][C:14]=2[O:22][CH3:23])[C:10](=[O:11])[C:9]2[C:4](=[CH:5][CH:6]=[CH:7][CH:8]=2)[C:3]1=[O:12].Cl[C:25](Cl)([O:27][C:28](=O)[O:29]C(Cl)(Cl)Cl)Cl, predict the reaction product. (8) Given the reactants Br[C:2]1[C:3]2[O:12][C:11]([CH2:13][N:14]3[CH2:19][CH2:18][CH2:17][C:16]([F:21])([F:20])[CH2:15]3)=[CH:10][C:4]=2[C:5](=[O:9])[N:6]([CH3:8])[CH:7]=1.CC1(C)C(C)(C)OB([C:30]2[CH:35]=[CH:34][N:33]=[C:32]([NH:36][C:37](=[O:39])[CH3:38])[CH:31]=2)O1.C(=O)([O-])[O-].[K+].[K+].C1(C)C=CC=CC=1, predict the reaction product. The product is: [F:20][C:16]1([F:21])[CH2:17][CH2:18][CH2:19][N:14]([CH2:13][C:11]2[O:12][C:3]3[C:2]([C:30]4[CH:35]=[CH:34][N:33]=[C:32]([NH:36][C:37](=[O:39])[CH3:38])[CH:31]=4)=[CH:7][N:6]([CH3:8])[C:5](=[O:9])[C:4]=3[CH:10]=2)[CH2:15]1.